From a dataset of CYP2C9 inhibition data for predicting drug metabolism from PubChem BioAssay. Regression/Classification. Given a drug SMILES string, predict its absorption, distribution, metabolism, or excretion properties. Task type varies by dataset: regression for continuous measurements (e.g., permeability, clearance, half-life) or binary classification for categorical outcomes (e.g., BBB penetration, CYP inhibition). Dataset: cyp2c9_veith. The compound is O=C1c2ccccc2N[C@H](c2cc(Cl)cc(Cl)c2O)N1CCc1ccccn1. The result is 1 (inhibitor).